Dataset: Catalyst prediction with 721,799 reactions and 888 catalyst types from USPTO. Task: Predict which catalyst facilitates the given reaction. Reactant: C(O[C:6]([N:8](C)[C@H:9]([CH:20]([CH3:22])[CH3:21])[C:10]([O:12][CH2:13][C:14]1[CH:19]=[CH:18][CH:17]=[CH:16][CH:15]=1)=[O:11])=O)(C)(C)C.Cl. Product: [CH3:21][CH:20]([CH3:22])[C@@H:9]([NH:8][CH3:6])[C:10]([O:12][CH2:13][C:14]1[CH:19]=[CH:18][CH:17]=[CH:16][CH:15]=1)=[O:11]. The catalyst class is: 12.